This data is from Forward reaction prediction with 1.9M reactions from USPTO patents (1976-2016). The task is: Predict the product of the given reaction. (1) Given the reactants [Cl:1][C:2]1[CH:3]=[CH:4][C:5]([N+:17]([O-:19])=[O:18])=[C:6]([C:8]2[C:13]([O:14][CH3:15])=[CH:12][NH:11][C:10](=[O:16])[CH:9]=2)[CH:7]=1.Br[CH:21]([CH3:25])[C:22]([OH:24])=[O:23], predict the reaction product. The product is: [Cl:1][C:2]1[CH:3]=[CH:4][C:5]([N+:17]([O-:19])=[O:18])=[C:6]([C:8]2[C:13]([O:14][CH3:15])=[CH:12][N:11]([CH:21]([CH3:25])[C:22]([OH:24])=[O:23])[C:10](=[O:16])[CH:9]=2)[CH:7]=1. (2) Given the reactants [C:1](#[N:4])[CH:2]=[CH2:3].[CH2:5]([NH2:8])[CH2:6][NH2:7], predict the reaction product. The product is: [CH2:5]([N:8]([CH2:3][CH2:2][C:1]#[N:4])[CH2:3][CH2:2][C:1]#[N:4])[CH2:6][N:7]([CH2:3][CH2:2][C:1]#[N:4])[CH2:3][CH2:2][C:1]#[N:4]. (3) Given the reactants [CH2:1]([O:3][C:4]([CH2:6][N:7]1[C:12](=[O:13])[CH:11]=[CH:10][C:9]([C:14](Cl)=[O:15])=[CH:8]1)=[O:5])[CH3:2].[N:17]1[CH:22]=[CH:21][CH:20]=[C:19]([C:23]2[CH:27]=[C:26]([C:28]([F:31])([F:30])[F:29])[N:25]([C:32]3[N:37]=[CH:36][C:35]([NH2:38])=[CH:34][CH:33]=3)[N:24]=2)[CH:18]=1, predict the reaction product. The product is: [CH2:1]([O:3][C:4](=[O:5])[CH2:6][N:7]1[CH:8]=[C:9]([C:14](=[O:15])[NH:38][C:35]2[CH:36]=[N:37][C:32]([N:25]3[C:26]([C:28]([F:30])([F:31])[F:29])=[CH:27][C:23]([C:19]4[CH:18]=[N:17][CH:22]=[CH:21][CH:20]=4)=[N:24]3)=[CH:33][CH:34]=2)[CH:10]=[CH:11][C:12]1=[O:13])[CH3:2]. (4) Given the reactants [CH:1]1([N:7]=[C:8]=[O:9])[CH2:6][CH2:5][CH2:4][CH2:3][CH2:2]1.[NH:10]1[CH2:14][CH2:13][CH2:12][C@H:11]1[C:15]([O:17][CH2:18][CH2:19][CH2:20][C:21]1[CH:22]=[N:23][CH:24]=[CH:25][CH:26]=1)=[O:16].C(N(CC)CC)C, predict the reaction product. The product is: [CH:1]1([NH:7][C:8]([N:10]2[CH2:14][CH2:13][CH2:12][C@H:11]2[C:15]([O:17][CH2:18][CH2:19][CH2:20][C:21]2[CH:22]=[N:23][CH:24]=[CH:25][CH:26]=2)=[O:16])=[O:9])[CH2:6][CH2:5][CH2:4][CH2:3][CH2:2]1. (5) Given the reactants [Br:1][C:2]1[CH:3]=[C:4]([NH2:10])[C:5]([NH2:9])=[CH:6][C:7]=1[F:8].[S:11](Cl)(Cl)=O, predict the reaction product. The product is: [Br:1][C:2]1[C:7]([F:8])=[CH:6][C:5]2=[N:9][S:11][N:10]=[C:4]2[CH:3]=1. (6) Given the reactants C(O[C:4]([C:6]1[C:7]2[S:15][CH:14]=[C:13]([CH2:16][O:17][C:18]3[C:23]([F:24])=[CH:22][C:21]([Br:25])=[CH:20][C:19]=3[F:26])[C:8]=2[C:9]([NH2:12])=[N:10][CH:11]=1)=[O:5])C.[CH2:27]([CH2:29][NH2:30])[OH:28], predict the reaction product. The product is: [OH:28][CH2:27][CH2:29][NH:30][C:4]([C:6]1[C:7]2[S:15][CH:14]=[C:13]([CH2:16][O:17][C:18]3[C:19]([F:26])=[CH:20][C:21]([Br:25])=[CH:22][C:23]=3[F:24])[C:8]=2[C:9]([NH2:12])=[N:10][CH:11]=1)=[O:5].